Dataset: Catalyst prediction with 721,799 reactions and 888 catalyst types from USPTO. Task: Predict which catalyst facilitates the given reaction. (1) Reactant: C[O:2][C:3](=[O:25])[CH2:4][CH2:5][CH2:6][CH2:7][CH2:8][CH2:9][CH2:10][CH2:11][CH2:12][CH2:13][CH2:14][S:15][C:16]1[NH:24][CH:23]=[N:22][C:21]2[C:17]=1[N:18]=[CH:19][N:20]=2.[OH-].[K+]. Product: [NH:24]1[C:16]([S:15][CH2:14][CH2:13][CH2:12][CH2:11][CH2:10][CH2:9][CH2:8][CH2:7][CH2:6][CH2:5][CH2:4][C:3]([OH:25])=[O:2])=[C:17]2[C:21](=[N:20][CH:19]=[N:18]2)[N:22]=[CH:23]1. The catalyst class is: 6. (2) Reactant: FC(F)(F)C(O)=O.FC(F)(F)C(O)=O.[CH3:15][N:16]1[C:21]2[N:22]=[C:23]([N:27]3[CH2:32][CH2:31][NH:30][CH2:29][CH2:28]3)[NH:24][C:25](=[O:26])[C:20]=2[CH2:19][CH2:18][CH2:17]1.[F:33][C:34]1[C:35]([CH:40]=O)=[N:36][CH:37]=[CH:38][CH:39]=1.C(O[BH-](OC(=O)C)OC(=O)C)(=O)C.[Na+].[OH-].[Na+]. Product: [F:33][C:34]1[C:35]([CH2:40][N:30]2[CH2:31][CH2:32][N:27]([C:23]3[NH:24][C:25](=[O:26])[C:20]4[CH2:19][CH2:18][CH2:17][N:16]([CH3:15])[C:21]=4[N:22]=3)[CH2:28][CH2:29]2)=[N:36][CH:37]=[CH:38][CH:39]=1. The catalyst class is: 2. (3) Reactant: [N+:1]([C:4]1[C:5]([NH:13][C@@H:14]2[CH2:19][CH2:18][C@H:17]([C:20]#[N:21])[CH2:16][CH2:15]2)=[C:6]2[S:12][CH:11]=[CH:10][C:7]2=[N:8][CH:9]=1)([O-])=O. Product: [NH2:1][C:4]1[C:5]([NH:13][C@@H:14]2[CH2:15][CH2:16][C@H:17]([C:20]#[N:21])[CH2:18][CH2:19]2)=[C:6]2[S:12][CH:11]=[CH:10][C:7]2=[N:8][CH:9]=1. The catalyst class is: 43. (4) Reactant: [Cl:1][C:2]1[CH:7]=[C:6]([Cl:8])[CH:5]=[CH:4][C:3]=1[NH:9][NH2:10].[C:11]([O:16][CH2:17][CH3:18])(=[O:15])[C:12]([CH3:14])=O.C(O)(=O)C. Product: [Cl:1][C:2]1[CH:7]=[C:6]([Cl:8])[CH:5]=[CH:4][C:3]=1[NH:9][N:10]=[C:12]([CH3:14])[C:11]([O:16][CH2:17][CH3:18])=[O:15]. The catalyst class is: 8. (5) Reactant: [O:1]1[CH2:5][CH2:4][O:3][CH:2]1[CH2:6][CH2:7][CH2:8][CH2:9][OH:10].C(N(CC)CC)C.[C:18]1([CH3:28])[CH:23]=[CH:22][C:21]([S:24](Cl)(=[O:26])=[O:25])=[CH:20][CH:19]=1. Product: [CH3:28][C:18]1[CH:23]=[CH:22][C:21]([S:24]([O:10][CH2:9][CH2:8][CH2:7][CH2:6][CH:2]2[O:3][CH2:4][CH2:5][O:1]2)(=[O:26])=[O:25])=[CH:20][CH:19]=1. The catalyst class is: 172. (6) Reactant: CS(C)=O.[C-:5]#[N:6].[Na+].[CH3:8][C:9]1[CH:27]=[CH:26][C:25]([CH3:28])=[CH:24][C:10]=1[O:11][CH2:12][C:13]1[CH:23]=[CH:22][CH:21]=[CH:20][C:14]=1[C:15](Cl)=[N:16][O:17][CH3:18]. Product: [CH3:8][C:9]1[CH:27]=[CH:26][C:25]([CH3:28])=[CH:24][C:10]=1[O:11][CH2:12][C:13]1[CH:23]=[CH:22][CH:21]=[CH:20][C:14]=1[C:15](=[N:16][O:17][CH3:18])[C:5]#[N:6]. The catalyst class is: 28. (7) Reactant: [C:1]([O:5][C:6]([N:8]1[CH2:13][CH2:12][CH:11]([CH2:14][CH2:15][C:16]([N:18]2[CH2:23][CH2:22][CH2:21][C@@H:20]([C:24](O)=[O:25])[CH2:19]2)=[O:17])[CH2:10][CH2:9]1)=[O:7])([CH3:4])([CH3:3])[CH3:2].CN(C(ON1N=NC2C=CC=NC1=2)=[N+](C)C)C.F[P-](F)(F)(F)(F)F.[CH3:51][O:52][C:53](=[O:64])[CH2:54][CH:55]([NH2:63])[C:56]1[CH:57]=[N:58][CH:59]=[C:60]([Br:62])[CH:61]=1.C(N(C(C)C)C(C)C)C. Product: [Br:62][C:60]1[CH:61]=[C:56]([CH:55]([NH:63][C:24]([C@@H:20]2[CH2:21][CH2:22][CH2:23][N:18]([C:16](=[O:17])[CH2:15][CH2:14][CH:11]3[CH2:12][CH2:13][N:8]([C:6]([O:5][C:1]([CH3:3])([CH3:2])[CH3:4])=[O:7])[CH2:9][CH2:10]3)[CH2:19]2)=[O:25])[CH2:54][C:53]([O:52][CH3:51])=[O:64])[CH:57]=[N:58][CH:59]=1. The catalyst class is: 35. (8) Reactant: O1[C:5]2([CH2:10][CH2:9][CH:8]([C:11]3[CH:20]=[CH:19][C:14]([C:15]([O:17][CH3:18])=[O:16])=[CH:13][CH:12]=3)[CH2:7][CH2:6]2)[O:4]CC1.Cl. Product: [O:4]=[C:5]1[CH2:10][CH2:9][CH:8]([C:11]2[CH:12]=[CH:13][C:14]([C:15]([O:17][CH3:18])=[O:16])=[CH:19][CH:20]=2)[CH2:7][CH2:6]1. The catalyst class is: 1. (9) Reactant: [C:1]1([OH:7])[CH:6]=[CH:5][CH:4]=[CH:3][CH:2]=1.C([O-])([O-])=O.[Cs+].[Cs+].Br[CH:15]([CH3:21])[C:16]([O:18][CH2:19][CH3:20])=[O:17]. Product: [CH2:19]([O:18][C:16](=[O:17])[CH:15]([O:7][C:1]1[CH:6]=[CH:5][CH:4]=[CH:3][CH:2]=1)[CH3:21])[CH3:20]. The catalyst class is: 9.